From a dataset of Full USPTO retrosynthesis dataset with 1.9M reactions from patents (1976-2016). Predict the reactants needed to synthesize the given product. (1) Given the product [C:1]([O:5][C:6]([N:8]([CH3:44])[C@H:9]([C:19]([NH:21][C@H:22]([C:27]([N:29]([C@@H:31]([CH:41]([CH3:43])[CH3:42])/[CH:32]=[C:33](/[C:36]([OH:38])=[O:37])\[CH2:34][CH3:35])[CH3:30])=[O:28])[C:23]([CH3:25])([CH3:24])[CH3:26])=[O:20])[C:10]([CH3:18])([CH3:17])[C:11]1[CH:12]=[CH:13][CH:14]=[CH:15][CH:16]=1)=[O:7])([CH3:2])([CH3:3])[CH3:4], predict the reactants needed to synthesize it. The reactants are: [C:1]([O:5][C:6]([N:8]([CH3:44])[C@H:9]([C:19]([NH:21][C@H:22]([C:27]([N:29]([C@@H:31]([CH:41]([CH3:43])[CH3:42])/[CH:32]=[C:33](/[C:36]([O:38]CC)=[O:37])\[CH2:34][CH3:35])[CH3:30])=[O:28])[C:23]([CH3:26])([CH3:25])[CH3:24])=[O:20])[C:10]([CH3:18])([CH3:17])[C:11]1[CH:16]=[CH:15][CH:14]=[CH:13][CH:12]=1)=[O:7])([CH3:4])([CH3:3])[CH3:2].[OH-].[Li+]. (2) Given the product [CH2:22]([O:21][CH2:26][C:2]1[CH:20]=[CH:19][C:5]([CH2:6][N:7]2[CH:11]=[C:10]([C:12]3[C:13]([NH2:18])=[N:14][CH:15]=[CH:16][CH:17]=3)[CH:9]=[N:8]2)=[CH:4][CH:3]=1)[CH3:23], predict the reactants needed to synthesize it. The reactants are: Br[C:2]1[CH:20]=[CH:19][C:5]([CH2:6][N:7]2[CH:11]=[C:10]([C:12]3[C:13]([NH2:18])=[N:14][CH:15]=[CH:16][CH:17]=3)[CH:9]=[N:8]2)=[CH:4][CH:3]=1.[O:21]1[CH2:26]CO[CH2:23][CH2:22]1.C(=O)([O-])[O-].[Cs+].[Cs+].C1(P(C2C=CC=CC=2)C2C=CC3C(=CC=CC=3)C=2C2C3C(=CC=CC=3)C=CC=2P(C2C=CC=CC=2)C2C=CC=CC=2)C=CC=CC=1. (3) Given the product [ClH:25].[F:20][C:21]1[CH:22]=[C:23]([CH:26]=[CH:27][CH:28]=1)[CH2:24][O:8][C:5]1[CH:6]=[CH:7][C:2]([NH2:1])=[CH:3][CH:4]=1, predict the reactants needed to synthesize it. The reactants are: [NH2:1][C:2]1[CH:7]=[CH:6][C:5]([OH:8])=[CH:4][CH:3]=1.CC(C)([O-])C.[K+].C1COCC1.[F:20][C:21]1[CH:22]=[C:23]([CH:26]=[CH:27][CH:28]=1)[CH2:24][Cl:25].Cl.C(O)C. (4) Given the product [CH2:1]([O:3][C:4](=[O:11])[C:5](=[N+:25]=[N-:26])[C:6](=[O:10])[CH:7]([F:9])[F:8])[CH3:2], predict the reactants needed to synthesize it. The reactants are: [CH2:1]([O:3][C:4](=[O:11])[CH2:5][C:6](=[O:10])[CH:7]([F:9])[F:8])[CH3:2].C(NC1C=CC(S([N:25]=[N+:26]=[N-])(=O)=O)=CC=1)(=O)C.CCN(CC)CC. (5) Given the product [Cl:26][C:27]1[N:36]=[C:35]([NH:1][CH2:2][C:3]2[CH:4]=[CH:5][C:6]([NH:9][C:10](=[O:18])[C:11]3[CH:16]=[CH:15][C:14]([F:17])=[CH:13][CH:12]=3)=[CH:7][CH:8]=2)[C:34]2[C:29](=[CH:30][CH:31]=[CH:32][CH:33]=2)[N:28]=1, predict the reactants needed to synthesize it. The reactants are: [NH2:1][CH2:2][C:3]1[CH:8]=[CH:7][C:6]([NH:9][C:10](=[O:18])[C:11]2[CH:16]=[CH:15][C:14]([F:17])=[CH:13][CH:12]=2)=[CH:5][CH:4]=1.CCN(CC)CC.[Cl:26][C:27]1[N:36]=[C:35](Cl)[C:34]2[C:29](=[CH:30][CH:31]=[CH:32][CH:33]=2)[N:28]=1. (6) Given the product [N:24]([C:21]1[CH:20]=[CH:19][C:18]([O:17][CH:15]([CH3:16])[C:14]([O:13][CH2:12][CH2:11][O:10][C:8](=[O:9])[CH:7]([O:6][C:5]2[CH:27]=[CH:28][C:2]([N:1]=[C:42]=[O:41])=[CH:3][CH:4]=2)[CH3:26])=[O:25])=[CH:23][CH:22]=1)=[C:30]=[O:32], predict the reactants needed to synthesize it. The reactants are: [NH2:1][C:2]1[CH:28]=[CH:27][C:5]([O:6][CH:7]([CH3:26])[C:8]([O:10][CH2:11][CH2:12][O:13][C:14](=[O:25])[CH:15]([O:17][C:18]2[CH:23]=[CH:22][C:21]([NH2:24])=[CH:20][CH:19]=2)[CH3:16])=[O:9])=[CH:4][CH:3]=1.Cl[C:30](Cl)([O:32]C(=O)OC(Cl)(Cl)Cl)Cl.[O:41]1CCOC[CH2:42]1. (7) Given the product [F:22][C:23]1[CH:24]=[C:25]([NH:30][C:31]2[N:36]=[C:15]([NH:16][CH:17]3[CH2:18][CH2:13][N:12]([S:9]([C:6]4[CH:5]=[CH:4][C:3]([F:2])=[CH:8][CH:7]=4)(=[O:10])=[O:11])[CH2:20][CH2:19]3)[N:34]=[C:33]([O:39][CH2:40][CH3:41])[N:32]=2)[CH:26]=[CH:27][C:28]=1[F:29], predict the reactants needed to synthesize it. The reactants are: Cl.[F:2][C:3]1[CH:8]=[CH:7][C:6]([S:9]([NH:12][CH:13]2[CH2:18][CH2:17][NH:16][CH2:15]C2)(=[O:11])=[O:10])=[CH:5][CH:4]=1.[CH3:19][C:20]#N.[F:22][C:23]1[CH:24]=[C:25]([NH:30][C:31]2[NH:36]C(Cl)(N)[N:34]=[C:33]([O:39][CH2:40][CH3:41])[N:32]=2)[CH:26]=[CH:27][C:28]=1[F:29]. (8) Given the product [ClH:5].[CH3:36][O:35][C:29]1[CH:28]=[C:27]([CH2:26][CH2:25][NH:24][C:20]2[N:19]=[C:18]([C:14]3[CH:13]=[C:12]([NH:11][C:9](=[O:10])[CH2:8][CH:7]([N:2]([CH3:1])[CH3:40])[CH3:37])[CH:17]=[CH:16][CH:15]=3)[CH:23]=[CH:22][N:21]=2)[CH:32]=[CH:31][C:30]=1[O:33][CH3:34], predict the reactants needed to synthesize it. The reactants are: [C:1]([BH3-])#[N:2].[Na+].[ClH:5].N[CH:7]([CH3:37])[CH2:8][C:9]([NH:11][C:12]1[CH:17]=[CH:16][CH:15]=[C:14]([C:18]2[CH:23]=[CH:22][N:21]=[C:20]([NH:24][CH2:25][CH2:26][C:27]3[CH:32]=[CH:31][C:30]([O:33][CH3:34])=[C:29]([O:35][CH3:36])[CH:28]=3)[N:19]=2)[CH:13]=1)=[O:10].C=O.[CH2:40](N(CC)CC)C.